From a dataset of Blood-brain barrier penetration binary classification data from Martins et al.. Regression/Classification. Given a drug SMILES string, predict its absorption, distribution, metabolism, or excretion properties. Task type varies by dataset: regression for continuous measurements (e.g., permeability, clearance, half-life) or binary classification for categorical outcomes (e.g., BBB penetration, CYP inhibition). Dataset: bbb_martins. (1) The molecule is CC1=CC(=O)N2CC(=O)N(C)c3ccc(Cl)cc3C2(c2ccccc2)O1. The result is 1 (penetrates BBB). (2) The compound is CCN(CC)C(=O)[C@]1(c2ccccc2)C[C@@H]1CN.[Cl-].[H+]. The result is 1 (penetrates BBB). (3) The compound is CC1(C)S[C@@H]2[C@H](NC(=O)COc3ccccc3)C(=O)N2[C@H]1C(=O)[O-]. The result is 0 (does not penetrate BBB). (4) The compound is O=C1NCCNC1c1cccs1. The result is 1 (penetrates BBB). (5) The compound is CC1(C)S[C@@H]2[C@H](NC(=O)C(C(=O)Oc3ccccc3)c3ccccc3)C(=O)N2[C@H]1C(=O)O. The result is 0 (does not penetrate BBB).